This data is from Reaction yield outcomes from USPTO patents with 853,638 reactions. The task is: Predict the reaction yield, written as a fraction of the theoretical maximum amount of product (1.0 means a 100% yield; for example, 0.34 means a 34% yield). The reactants are [N:1]1[CH:6]=[CH:5][CH:4]=[CH:3][C:2]=1[N:7]1[CH2:12][CH2:11][CH:10]([NH:13]C(=O)OC(C)(C)C)[CH2:9][CH2:8]1.C1COCC1.CO.[ClH:28]. The yield is 0.850. The product is [ClH:28].[ClH:28].[N:1]1[CH:6]=[CH:5][CH:4]=[CH:3][C:2]=1[N:7]1[CH2:8][CH2:9][CH:10]([NH2:13])[CH2:11][CH2:12]1. The catalyst is O1CCOCC1.